Dataset: Forward reaction prediction with 1.9M reactions from USPTO patents (1976-2016). Task: Predict the product of the given reaction. (1) Given the reactants [Cl:1][C:2]1[CH:3]=[C:4]2[C:9](=[CH:10][C:11]=1[O:12][C:13]1[CH:21]=[CH:20][C:16]([C:17]([OH:19])=O)=[CH:15][CH:14]=1)[O:8][CH2:7][CH2:6][CH:5]2[C:22]([O:24][CH2:25][CH3:26])=[O:23].C(Cl)(=O)C(Cl)=O.[Cl:33][C:34]1[CH:39]=[CH:38][C:37]([CH2:40][CH2:41][NH2:42])=[CH:36][CH:35]=1.C(N(C(C)C)CC)(C)C, predict the reaction product. The product is: [Cl:1][C:2]1[CH:3]=[C:4]2[C:9](=[CH:10][C:11]=1[O:12][C:13]1[CH:14]=[CH:15][C:16]([C:17](=[O:19])[NH:42][CH2:41][CH2:40][C:37]3[CH:38]=[CH:39][C:34]([Cl:33])=[CH:35][CH:36]=3)=[CH:20][CH:21]=1)[O:8][CH2:7][CH2:6][CH:5]2[C:22]([O:24][CH2:25][CH3:26])=[O:23]. (2) Given the reactants [NH:1](C(OC(C)(C)C)=O)[C@H:2]([C:8]([O:10]C(C)(C)C)=[O:9])[CH2:3][CH2:4][CH2:5][CH2:6][NH2:7].F[P-](F)(F)(F)(F)F.N1(O[P+](N(C)C)(N(C)C)N(C)C)[C:33]2C=CC=C[C:32]=2N=N1.C[N:50]1[CH2:55][CH2:54][O:53][CH2:52][CH2:51]1.C(O)(C(F)(F)F)=O, predict the reaction product. The product is: [NH2:1][C@H:2]([C:8]([OH:10])=[O:9])[CH2:3][CH2:4][CH2:5][CH2:6][NH:7][C:52](=[O:53])[C@@H:51]1[N:50]=[CH:55][CH2:54][C@H:32]1[CH3:33].